From a dataset of Catalyst prediction with 721,799 reactions and 888 catalyst types from USPTO. Predict which catalyst facilitates the given reaction. (1) Reactant: Cl[CH2:2][CH2:3][CH2:4][C:5]1[S:9][C:8]2[CH:10]=[CH:11][CH:12]=[CH:13][C:7]=2[CH:6]=1.[I-:14].[Na+].S([O-])([O-])(=O)=S.[Na+].[Na+]. Product: [I:14][CH2:2][CH2:3][CH2:4][C:5]1[S:9][C:8]2[CH:10]=[CH:11][CH:12]=[CH:13][C:7]=2[CH:6]=1. The catalyst class is: 21. (2) Reactant: [Cl:1][C:2]1[CH:7]=[CH:6][C:5]([NH:8][CH2:9][CH2:10][CH2:11][N:12]2[C:20](=[O:21])[C:19]3[C:14](=[CH:15][CH:16]=[CH:17][CH:18]=3)[C:13]2=[O:22])=[CH:4][CH:3]=1.[C:23]([O:27][C:28](=[O:33])[CH2:29][C:30](O)=[O:31])([CH3:26])([CH3:25])[CH3:24].CN(C)CCCN=C=NCC. Product: [C:23]([O:27][C:28](=[O:33])[CH2:29][C:30]([N:8]([C:5]1[CH:6]=[CH:7][C:2]([Cl:1])=[CH:3][CH:4]=1)[CH2:9][CH2:10][CH2:11][N:12]1[C:13](=[O:22])[C:14]2[C:19](=[CH:18][CH:17]=[CH:16][CH:15]=2)[C:20]1=[O:21])=[O:31])([CH3:26])([CH3:25])[CH3:24]. The catalyst class is: 2. (3) Reactant: I[C:2]1[CH:7]=[CH:6][C:5]([Br:8])=[CH:4][CH:3]=1.C(N(CC)CC)C.[CH2:16]([O:18][SiH:19]([O:23][CH2:24][CH3:25])[O:20][CH2:21][CH3:22])[CH3:17]. Product: [Br:8][C:5]1[CH:6]=[CH:7][C:2]([Si:19]([O:23][CH2:24][CH3:25])([O:20][CH2:21][CH3:22])[O:18][CH2:16][CH3:17])=[CH:3][CH:4]=1. The catalyst class is: 3. (4) Reactant: [C:1]([C:5]1[N:6]=[C:7]([C:10]2[CH:19]=[CH:18][CH:17]=[CH:16][C:11]=2[C:12]([O:14]C)=[O:13])[S:8][CH:9]=1)([CH3:4])([CH3:3])[CH3:2]. Product: [C:1]([C:5]1[N:6]=[C:7]([C:10]2[CH:19]=[CH:18][CH:17]=[CH:16][C:11]=2[C:12]([OH:14])=[O:13])[S:8][CH:9]=1)([CH3:4])([CH3:2])[CH3:3]. The catalyst class is: 33.